From a dataset of KCNQ2 potassium channel screen with 302,405 compounds. Binary Classification. Given a drug SMILES string, predict its activity (active/inactive) in a high-throughput screening assay against a specified biological target. The molecule is S(=O)(=O)(Nc1ccc(cc1)C)c1ccc(cc1)C(=O)NCc1ccncc1. The result is 0 (inactive).